Dataset: Full USPTO retrosynthesis dataset with 1.9M reactions from patents (1976-2016). Task: Predict the reactants needed to synthesize the given product. (1) The reactants are: Br[CH:2]1[CH2:6][CH2:5][N:4]([C:7]2[CH:12]=[CH:11][C:10]([O:13][CH2:14][O:15][CH2:16][CH2:17][Si:18]([CH3:21])([CH3:20])[CH3:19])=[C:9]([O:22][CH3:23])[CH:8]=2)[C:3]1=[O:24].C(=O)([O-])[O-].[Cs+].[Cs+].[C:31]1([C:38]2[CH:43]=[CH:42][CH:41]=[CH:40][CH:39]=2)[CH:36]=[CH:35][C:34]([OH:37])=[CH:33][CH:32]=1. Given the product [C:31]1([C:38]2[CH:43]=[CH:42][CH:41]=[CH:40][CH:39]=2)[CH:32]=[CH:33][C:34]([O:37][CH:2]2[CH2:6][CH2:5][N:4]([C:7]3[CH:12]=[CH:11][C:10]([O:13][CH2:14][O:15][CH2:16][CH2:17][Si:18]([CH3:21])([CH3:20])[CH3:19])=[C:9]([O:22][CH3:23])[CH:8]=3)[C:3]2=[O:24])=[CH:35][CH:36]=1, predict the reactants needed to synthesize it. (2) Given the product [ClH:29].[CH3:1][C:2]1[CH:3]=[CH:4][C:5]([O:8][C:9]2[CH:28]=[CH:27][CH:26]=[C:11]([CH:12]=[C:13]3[CH2:18][CH2:17][NH:16][CH2:15][CH2:14]3)[CH:10]=2)=[N:6][CH:7]=1, predict the reactants needed to synthesize it. The reactants are: [CH3:1][C:2]1[CH:3]=[CH:4][C:5]([O:8][C:9]2[CH:10]=[C:11]([CH:26]=[CH:27][CH:28]=2)[CH:12]=[C:13]2[CH2:18][CH2:17][N:16](C(OC(C)(C)C)=O)[CH2:15][CH2:14]2)=[N:6][CH:7]=1.[ClH:29].O1CCOCC1. (3) Given the product [CH2:27]([S:32]([C:6]1[N:14]=[C:13]2[C:9]([N:10]=[CH:11][N:12]2[CH:15]2[CH2:19][CH2:18][CH2:17][O:16]2)=[C:8]([NH2:20])[N:7]=1)(=[O:35])=[O:33])[CH2:22][CH2:23][CH3:24], predict the reactants needed to synthesize it. The reactants are: C(S[C:6]1[N:14]=[C:13]2[C:9]([N:10]=[CH:11][N:12]2[CH:15]2[CH2:19][CH2:18][CH2:17][O:16]2)=[C:8]([NH2:20])[N:7]=1)CCC.Cl[C:22]1[CH:27]=CC=[C:24](C(OO)=O)[CH:23]=1.[S:32](=[O:35])(O)[O-:33].[Na+]. (4) Given the product [Br:1][C:2]1[CH:3]=[C:4]2[C:9](=[CH:10][C:11]=1[O:12][CH3:13])[N:8]=[C:7]([NH:15][C:16]1[CH:27]=[CH:26][C:19]([C:20]([NH:22][CH:23]([CH3:24])[CH3:25])=[O:21])=[CH:18][CH:17]=1)[N:6]=[CH:5]2, predict the reactants needed to synthesize it. The reactants are: [Br:1][C:2]1[CH:3]=[C:4]2[C:9](=[CH:10][C:11]=1[O:12][CH3:13])[N:8]=[C:7](Cl)[N:6]=[CH:5]2.[NH2:15][C:16]1[CH:27]=[CH:26][C:19]([C:20]([NH:22][CH:23]([CH3:25])[CH3:24])=[O:21])=[CH:18][CH:17]=1. (5) The reactants are: [CH3:1][C@@H:2]([NH:13][CH2:14][CH2:15][CH2:16][C:17]1[CH:18]=[CH:19][CH:20]=[C:21]([C:23]([F:26])([F:25])[F:24])[CH:22]=1)[C:3]1[CH:4]=[CH:5][CH:6]=[C:7]2[CH:12]=[CH:11][CH:10]=[CH:9][C:8]=12.C(O)(=O)C.C[Si](C)(C)[Cl:33]. Given the product [CH3:1][C@@H:2]([NH:13][CH2:14][CH2:15][CH2:16][C:17]1[CH:18]=[CH:19][CH:20]=[C:21]([C:23]([F:24])([F:25])[F:26])[CH:22]=1)[C:3]1[CH:4]=[CH:5][CH:6]=[C:7]2[CH:12]=[CH:11][CH:10]=[CH:9][C:8]=12.[ClH:33], predict the reactants needed to synthesize it. (6) Given the product [OH:9][C@H:8]1[CH2:7][C:6](=[CH2:4])[C@H:12]([OH:13])[CH2:11][C:10]1=[CH2:14], predict the reactants needed to synthesize it. The reactants are: CCO[C:4]([CH:6]1[C:12](=[O:13])[CH2:11][CH:10]([C:14](OCC)=O)[C:8](=[O:9])[CH2:7]1)=O.[H-].[H-].[H-].[H-].[Li+].[Al+3]. (7) Given the product [C:34]1(=[O:36])[N:35]([CH2:25][CH2:26][CH2:27][CH:4]([C:3]([O:16][CH2:17][C:18]2[CH:19]=[CH:20][CH:21]=[CH:22][CH:23]=2)=[O:15])[C:5]([O:7][CH2:8][C:9]2[CH:14]=[CH:13][CH:12]=[CH:11][CH:10]=2)=[O:6])[C:31](=[O:37])[CH2:32][CH2:33]1, predict the reactants needed to synthesize it. The reactants are: [H-].[Na+].[C:3]([O:16][CH2:17][C:18]1[CH:23]=[CH:22][CH:21]=[CH:20][CH:19]=1)(=[O:15])[CH2:4][C:5]([O:7][CH2:8][C:9]1[CH:14]=[CH:13][CH:12]=[CH:11][CH:10]=1)=[O:6].Br[CH2:25][CH2:26][CH2:27]Cl.[I-].[Na+].[C:31]1(=[O:37])[NH:35][C:34](=[O:36])[CH2:33][CH2:32]1.[K].